Dataset: NCI-60 drug combinations with 297,098 pairs across 59 cell lines. Task: Regression. Given two drug SMILES strings and cell line genomic features, predict the synergy score measuring deviation from expected non-interaction effect. Drug 1: C1=CN(C(=O)N=C1N)C2C(C(C(O2)CO)O)O.Cl. Drug 2: C1CN1C2=NC(=NC(=N2)N3CC3)N4CC4. Cell line: OVCAR3. Synergy scores: CSS=35.4, Synergy_ZIP=-13.1, Synergy_Bliss=-3.12, Synergy_Loewe=-2.29, Synergy_HSA=-0.184.